From a dataset of Forward reaction prediction with 1.9M reactions from USPTO patents (1976-2016). Predict the product of the given reaction. (1) The product is: [OH:42][C@@H:38]1[C@H:37]([O:36][CH3:35])[CH2:41][N:40]([CH2:30][C:28]2[C:27]([CH3:32])=[N:26][N:25]([C:23]3[C:22]([CH3:33])=[CH:21][N:20]=[C:19]([NH:18][C:4]4[C:3]([O:2][CH3:1])=[CH:8][C:7]([N:9]5[CH2:14][CH2:13][O:12][CH2:11][CH2:10]5)=[C:6]([NH:15][C:3](=[O:2])[CH:4]=[CH2:5])[CH:5]=4)[N:24]=3)[CH:29]=2)[CH2:39]1. Given the reactants [CH3:1][O:2][C:3]1[CH:8]=[C:7]([N:9]2[CH2:14][CH2:13][O:12][CH2:11][CH2:10]2)[C:6]([N+:15]([O-])=O)=[CH:5][C:4]=1[NH:18][C:19]1[N:24]=[C:23]([N:25]2[CH:29]=[C:28]([CH:30]=O)[C:27]([CH3:32])=[N:26]2)[C:22]([CH3:33])=[CH:21][N:20]=1.Cl.[CH3:35][O:36][C@@H:37]1[CH2:41][NH:40][CH2:39][C@@H:38]1[OH:42], predict the reaction product. (2) Given the reactants C(O[C@H:5]1[C@H:10]([O:11][C:12](=[O:14])[CH3:13])[C@@H:9]([O:15][C:16](=[O:18])[CH3:17])[C@@H:8]([O:19][C:20](=[O:22])[CH3:21])[C@@H:7]([CH2:23][O:24][C:25](=[O:27])[CH3:26])[O:6]1)(=O)C.[BrH:28], predict the reaction product. The product is: [C:20]([O:19][C@@H:8]1[C@H:9]([O:15][C:16](=[O:18])[CH3:17])[C@@H:10]([O:11][C:12](=[O:14])[CH3:13])[C@H:5]([Br:28])[O:6][C@@H:7]1[CH2:23][O:24][C:25](=[O:27])[CH3:26])(=[O:22])[CH3:21]. (3) Given the reactants [F:1][C:2]1[CH:7]=[CH:6][C:5]([C:8]2[N:9]=[C:10]3[CH:15]=[C:14]([CH:16]4[CH2:21][CH2:20][N:19]([C:22]([O:24][CH2:25][C:26]5[CH:31]=[CH:30][CH:29]=[CH:28][CH:27]=5)=[O:23])[CH2:18][CH2:17]4)[CH:13]=[CH:12][N:11]3[CH:32]=2)=[CH:4][CH:3]=1.[CH3:33][C:34](OCC1C2C(=CC=CC=2)C(COC(C)=O)=C2C=1C=CC=C2)=[O:35], predict the reaction product. The product is: [C:34]([C:32]1[N:11]2[CH:12]=[CH:13][C:14]([CH:16]3[CH2:21][CH2:20][N:19]([C:22]([O:24][CH2:25][C:26]4[CH:31]=[CH:30][CH:29]=[CH:28][CH:27]=4)=[O:23])[CH2:18][CH2:17]3)=[CH:15][C:10]2=[N:9][C:8]=1[C:5]1[CH:6]=[CH:7][C:2]([F:1])=[CH:3][CH:4]=1)(=[O:35])[CH3:33]. (4) Given the reactants [CH2:1]([OH:4])[CH2:2][OH:3].[CH3:5][C:6]1([CH3:14])[C:9](=[O:10])[C:8]([CH3:12])([CH3:11])[C:7]1=[O:13].C(=O)([O-])[O-].[K+].[K+], predict the reaction product. The product is: [CH3:11][C:8]([CH3:12])([C:9](=[O:10])[CH:6]([CH3:14])[CH3:5])[C:7]([O:3][CH2:2][CH2:1][OH:4])=[O:13]. (5) Given the reactants N([C:12]([C:19]#[N:20])([CH3:18])[CH2:13][CH2:14][C:15]([OH:17])=[O:16])=N[C:12]([C:19]#[N:20])([CH3:18])[CH2:13][CH2:14][C:15]([OH:17])=[O:16].[CH2:21]([S:33][C:34]([S:36][S:36][C:34]([S:33][CH2:21][CH2:22][CH2:23][CH2:24][CH2:25][CH2:26][CH2:27][CH2:28][CH2:29][CH2:30][CH2:31][CH3:32])=[S:35])=[S:35])[CH2:22][CH2:23][CH2:24][CH2:25][CH2:26][CH2:27][CH2:28][CH2:29][CH2:30][CH2:31][CH3:32], predict the reaction product. The product is: [C:19]([C:12]([S:36][C:34]([S:33][CH2:21][CH2:22][CH2:23][CH2:24][CH2:25][CH2:26][CH2:27][CH2:28][CH2:29][CH2:30][CH2:31][CH3:32])=[S:35])([CH3:18])[CH2:13][CH2:14][C:15]([OH:17])=[O:16])#[N:20]. (6) Given the reactants Cl.[CH3:2][C:3]1[CH:4]=[CH:5][C:6]([O:9][C:10]2[CH:15]=[CH:14][CH:13]=[C:12]([CH:16]=[C:17]3[CH2:22][CH2:21][NH:20][CH2:19][CH2:18]3)[CH:11]=2)=[N:7][CH:8]=1.[CH3:23][C:24]1[C:28]([CH3:29])=[C:27]([NH:30][C:31](=O)[O:32]C2C=CC=CC=2)[O:26][N:25]=1.NC1ON=C(C)C=1C.C(N(C(C)C)CC)(C)C, predict the reaction product. The product is: [CH3:2][C:3]1[CH:4]=[CH:5][C:6]([O:9][C:10]2[CH:11]=[C:12]([CH:13]=[CH:14][CH:15]=2)[CH:16]=[C:17]2[CH2:22][CH2:21][N:20]([C:31]([NH:30][C:27]3[O:26][N:25]=[C:24]([CH3:23])[C:28]=3[CH3:29])=[O:32])[CH2:19][CH2:18]2)=[N:7][CH:8]=1.